From a dataset of Forward reaction prediction with 1.9M reactions from USPTO patents (1976-2016). Predict the product of the given reaction. Given the reactants [Cl:1][C:2]1[CH:7]=[CH:6][C:5]([N:8]([CH2:20][C:21](O)=[O:22])[S:9]([C:12]2[CH:17]=[CH:16][CH:15]=[C:14]([O:18][CH3:19])[CH:13]=2)(=[O:11])=[O:10])=[CH:4][CH:3]=1.CCN=C=NCCCN(C)C.C1C=CC2N(O)N=NC=2C=1.CCN(C(C)C)C(C)C.[C:54]1([CH:60]2[CH2:64][CH2:63][CH2:62][NH:61]2)[CH:59]=[CH:58][CH:57]=[CH:56][CH:55]=1, predict the reaction product. The product is: [Cl:1][C:2]1[CH:3]=[CH:4][C:5]([N:8]([CH2:20][C:21](=[O:22])[N:61]2[CH2:62][CH2:63][CH2:64][CH:60]2[C:54]2[CH:59]=[CH:58][CH:57]=[CH:56][CH:55]=2)[S:9]([C:12]2[CH:17]=[CH:16][CH:15]=[C:14]([O:18][CH3:19])[CH:13]=2)(=[O:10])=[O:11])=[CH:6][CH:7]=1.